From a dataset of Forward reaction prediction with 1.9M reactions from USPTO patents (1976-2016). Predict the product of the given reaction. (1) The product is: [CH3:30][CH2:15][CH2:14][CH:22]([CH3:21])[CH3:17].[CH3:1][S:2]([N:6]([S:2]([CH3:1])(=[O:4])=[O:3])[C:7]1[CH:8]=[C:9]([S:13][C:14]2[C:22]3[C:21](=[O:23])[N:20]([CH3:24])[C:19](=[O:25])[N:18]([CH2:26][CH:27]([CH3:28])[CH3:29])[C:17]=3[S:16][C:15]=2[CH2:30][C:31]2[C:40]3[C:35](=[CH:36][CH:37]=[CH:38][CH:39]=3)[CH:34]=[CH:33][CH:32]=2)[CH:10]=[CH:11][CH:12]=1)(=[O:4])=[O:3]. Given the reactants [CH3:1][S:2](Cl)(=[O:4])=[O:3].[NH2:6][C:7]1[CH:8]=[C:9]([S:13][C:14]2[C:22]3[C:21](=[O:23])[N:20]([CH3:24])[C:19](=[O:25])[N:18]([CH2:26][CH:27]([CH3:29])[CH3:28])[C:17]=3[S:16][C:15]=2[CH2:30][C:31]2[C:40]3[C:35](=[CH:36][CH:37]=[CH:38][CH:39]=3)[CH:34]=[CH:33][CH:32]=2)[CH:10]=[CH:11][CH:12]=1.C(N(CC)CC)C.C(=O)([O-])O.[Na+], predict the reaction product. (2) Given the reactants [S:1]1[C:5]([C:6](=[O:8])[CH3:7])=[CH:4][C:3]2[CH2:9][CH2:10][C:11]3[C:16]([C:2]1=2)=[CH:15][CH:14]=[C:13]([C:17](=[O:19])[CH3:18])[CH:12]=3.C(C1C(=O)C(Cl)=C(Cl)C(=O)C=1C#N)#N, predict the reaction product. The product is: [S:1]1[C:5]([C:6](=[O:8])[CH3:7])=[CH:4][C:3]2[CH:9]=[CH:10][C:11]3[C:16]([C:2]1=2)=[CH:15][CH:14]=[C:13]([C:17](=[O:19])[CH3:18])[CH:12]=3. (3) Given the reactants C(P(C(C)(C)C)C1C(C)=C(C)C(C)=C(C)C=1C1C(C(C)C)=CC(C(C)C)=CC=1C(C)C)(C)(C)C.[F:35][C:36]1[CH:37]=[C:38]([OH:43])[CH:39]=[C:40]([CH3:42])[CH:41]=1.Cl[C:45]1[CH:50]=[CH:49][C:48]([C:51]2[C:60]3[C:55](=[CH:56][C:57]([S:61]([NH:64][C:65]4[S:66][CH:67]=[N:68][N:69]=4)(=[O:63])=[O:62])=[CH:58][CH:59]=3)[CH:54]=[CH:53][N:52]=2)=[C:47]([O:70][CH3:71])[CH:46]=1.P([O-])([O-])([O-])=O.[K+].[K+].[K+].CC1OCCC1.O1CCOCC1, predict the reaction product. The product is: [F:35][C:36]1[CH:37]=[C:38]([CH:39]=[C:40]([CH3:42])[CH:41]=1)[O:43][C:45]1[CH:50]=[CH:49][C:48]([C:51]2[C:60]3[C:55](=[CH:56][C:57]([S:61]([NH:64][C:65]4[S:66][CH:67]=[N:68][N:69]=4)(=[O:62])=[O:63])=[CH:58][CH:59]=3)[CH:54]=[CH:53][N:52]=2)=[C:47]([O:70][CH3:71])[CH:46]=1. (4) Given the reactants CCN(C(C)C)C(C)C.[CH3:10][C:11]1[O:15][C:14]([C:16]2[CH:24]=[CH:23][C:19]([C:20]([OH:22])=O)=[CH:18][CH:17]=2)=[N:13][N:12]=1.CCN=C=NCCCN(C)C.C1C=CC2N(O)N=NC=2C=1.[NH2:46][CH2:47][C:48]([N:50]1[CH2:55][CH2:54][N:53]([C:56](=[O:67])[C:57]2[CH:62]=[CH:61][CH:60]=[CH:59][C:58]=2[C:63]([F:66])([F:65])[F:64])[CH2:52][CH2:51]1)=[O:49].Cl, predict the reaction product. The product is: [CH3:10][C:11]1[O:15][C:14]([C:16]2[CH:17]=[CH:18][C:19]([C:20]([NH:46][CH2:47][C:48](=[O:49])[N:50]3[CH2:51][CH2:52][N:53]([C:56](=[O:67])[C:57]4[CH:62]=[CH:61][CH:60]=[CH:59][C:58]=4[C:63]([F:64])([F:66])[F:65])[CH2:54][CH2:55]3)=[O:22])=[CH:23][CH:24]=2)=[N:13][N:12]=1. (5) The product is: [CH2:1]([O:8][C:9]1[CH:10]=[CH:11][C:12]([C:15]2[CH:16]([CH2:24][CH3:25])[CH:17]([CH3:23])[CH:18]([CH2:21][OH:22])[CH2:19][CH:20]=2)=[CH:13][CH:14]=1)[C:2]1[CH:3]=[CH:4][CH:5]=[CH:6][CH:7]=1. Given the reactants [CH2:1]([O:8][C:9]1[CH:14]=[CH:13][C:12]([C:15]2(O)[CH2:20][CH2:19][CH:18]([CH2:21][OH:22])[CH:17]([CH3:23])[CH:16]2[CH2:24][CH3:25])=[CH:11][CH:10]=1)[C:2]1[CH:7]=[CH:6][CH:5]=[CH:4][CH:3]=1.CC1C=CC(S(O)(=O)=O)=CC=1, predict the reaction product. (6) Given the reactants [C:1]([O:5][C:6]([NH:8][C:9]1[CH:14]=[CH:13][CH:12]=[CH:11][C:10]=1[NH:15][C:16](=[O:25])[CH2:17][CH2:18][CH2:19][CH2:20][CH2:21][C:22]([OH:24])=O)=[O:7])([CH3:4])([CH3:3])[CH3:2].[NH2:26][C:27]1[CH:28]=[C:29]([OH:33])[CH:30]=[CH:31][CH:32]=1.CN(C(ON1N=NC2C=CC=CC1=2)=[N+](C)C)C.F[P-](F)(F)(F)(F)F.CCN(C(C)C)C(C)C, predict the reaction product. The product is: [OH:33][C:29]1[CH:28]=[C:27]([NH:26][C:22](=[O:24])[CH2:21][CH2:20][CH2:19][CH2:18][CH2:17][C:16]([NH:15][C:10]2[CH:11]=[CH:12][CH:13]=[CH:14][C:9]=2[NH:8][C:6](=[O:7])[O:5][C:1]([CH3:2])([CH3:3])[CH3:4])=[O:25])[CH:32]=[CH:31][CH:30]=1. (7) Given the reactants [CH3:1][O:2][C:3]1[CH:22]=[C:21]([O:23][CH3:24])[CH:20]=[CH:19][C:4]=1[CH2:5][N:6]1[CH2:14][C:13]2[C:8](=[CH:9][CH:10]=[C:11]([N+:15]([O-])=O)[CH:12]=2)[C:7]1=[O:18].[H][H], predict the reaction product. The product is: [NH2:15][C:11]1[CH:12]=[C:13]2[C:8](=[CH:9][CH:10]=1)[C:7](=[O:18])[N:6]([CH2:5][C:4]1[CH:19]=[CH:20][C:21]([O:23][CH3:24])=[CH:22][C:3]=1[O:2][CH3:1])[CH2:14]2. (8) Given the reactants FC1C=C(C2CCC3C(=CC=C(O)C=3)O2)C=CC=1.[Cl:19][C:20]1[CH:25]=[CH:24][CH:23]=[CH:22][C:21]=1[CH:26]1[CH2:35][CH:34](O)[C:33]2[C:28](=[CH:29][CH:30]=[C:31]([OH:37])[CH:32]=2)[O:27]1, predict the reaction product. The product is: [Cl:19][C:20]1[CH:25]=[CH:24][CH:23]=[CH:22][C:21]=1[CH:26]1[CH2:35][CH2:34][C:33]2[C:28](=[CH:29][CH:30]=[C:31]([OH:37])[CH:32]=2)[O:27]1. (9) Given the reactants [CH:1]1([CH2:6][C@H:7]([CH2:11][N:12]([CH:21]=[O:22])[O:13][CH2:14][C:15]2[CH:20]=[CH:19][CH:18]=[CH:17][CH:16]=2)[C:8]([OH:10])=O)[CH2:5][CH2:4][CH2:3][CH2:2]1.[Cl:23][C:24]1[NH:25][C:26]([NH:33][CH2:34][C:35]([CH3:43])([N:37]2[CH2:42][CH2:41][O:40][CH2:39][CH2:38]2)[CH3:36])=[C:27]([F:32])[C:28](=[N:30][NH2:31])[N:29]=1.CN1CCOCC1.C1C=NC2N(O)N=NC=2C=1.C(Cl)CCl, predict the reaction product. The product is: [Cl:23][C:24]1[N:29]=[C:28]([NH:30][NH:31][C:8](=[O:10])[C@H:7]([CH2:6][CH:1]2[CH2:2][CH2:3][CH2:4][CH2:5]2)[CH2:11][N:12]([O:13][CH2:14][C:15]2[CH:20]=[CH:19][CH:18]=[CH:17][CH:16]=2)[CH:21]=[O:22])[C:27]([F:32])=[C:26]([NH:33][CH2:34][C:35]([CH3:43])([N:37]2[CH2:42][CH2:41][O:40][CH2:39][CH2:38]2)[CH3:36])[N:25]=1. (10) Given the reactants C[C:2]1[CH:3]=[CH:4][C:5]([N:11]2[N:15]=[CH:14][CH:13]=[N:12]2)=[C:6]([CH:10]=1)[C:7]([OH:9])=[O:8].[F:16]C1C(I)=C(C=CC=1)C(O)=O.N1C=CN=N1, predict the reaction product. The product is: [F:16][C:4]1[C:5]([N:11]2[N:15]=[CH:14][CH:13]=[N:12]2)=[C:6]([CH:10]=[CH:2][CH:3]=1)[C:7]([OH:9])=[O:8].